This data is from Reaction yield outcomes from USPTO patents with 853,638 reactions. The task is: Predict the reaction yield, written as a fraction of the theoretical maximum amount of product (1.0 means a 100% yield; for example, 0.34 means a 34% yield). The reactants are [C:1]([NH:8][C@H:9]([C:11]([NH:13][C@H:14]([C:16]([OH:18])=O)[CH3:15])=[O:12])[CH3:10])([O:3][C:4]([CH3:7])([CH3:6])[CH3:5])=[O:2].CN1CCOCC1.ClC(OCC)=O.[NH2:32][CH2:33][CH2:34][CH2:35][CH2:36][OH:37]. The catalyst is C1COCC1. The product is [NH:8]([C:1]([O:3][C:4]([CH3:5])([CH3:6])[CH3:7])=[O:2])[C@H:9]([C:11]([NH:13][C@H:14]([C:16]([NH:32][CH2:33][CH2:34][CH2:35][CH2:36][OH:37])=[O:18])[CH3:15])=[O:12])[CH3:10]. The yield is 0.750.